The task is: Predict the reaction yield, written as a fraction of the theoretical maximum amount of product (1.0 means a 100% yield; for example, 0.34 means a 34% yield).. This data is from Reaction yield outcomes from USPTO patents with 853,638 reactions. (1) The reactants are [C:1]1([CH2:7][N:8]2[C:17](=O)[C:16](=O)[N:15]3[C@H:10]([CH2:11][O:12][CH2:13][CH2:14]3)[CH2:9]2)[CH:6]=[CH:5][CH:4]=[CH:3][CH:2]=1.[H-].[H-].[H-].[H-].[Li+].[Al+3]. The catalyst is C1COCC1. The product is [C:1]1([CH2:7][N:8]2[CH2:17][CH2:16][N:15]3[C@H:10]([CH2:11][O:12][CH2:13][CH2:14]3)[CH2:9]2)[CH:2]=[CH:3][CH:4]=[CH:5][CH:6]=1. The yield is 0.980. (2) The reactants are Cl[C:2]1[N:7]=[C:6]([N:8]2[CH2:13][CH2:12][O:11][CH2:10][CH2:9]2)[N:5]=[C:4]([N:14]2[C:18]3[CH:19]=[CH:20][CH:21]=[C:22]([O:23][CH3:24])[C:17]=3[N:16]=[C:15]2[CH:25]([F:27])[F:26])[N:3]=1.[NH:28]1[CH2:33][CH2:32][CH2:31][CH:30]([CH2:34][NH:35][C:36](=[O:42])[O:37][C:38]([CH3:41])([CH3:40])[CH3:39])[CH2:29]1. No catalyst specified. The product is [C:38]([O:37][C:36](=[O:42])[NH:35][CH2:34][CH:30]1[CH2:31][CH2:32][CH2:33][N:28]([C:2]2[N:3]=[C:4]([N:14]3[C:18]4[CH:19]=[CH:20][CH:21]=[C:22]([O:23][CH3:24])[C:17]=4[N:16]=[C:15]3[CH:25]([F:27])[F:26])[N:5]=[C:6]([N:8]3[CH2:9][CH2:10][O:11][CH2:12][CH2:13]3)[N:7]=2)[CH2:29]1)([CH3:41])([CH3:39])[CH3:40]. The yield is 0.830. (3) The reactants are Cl.[F:2][CH2:3][CH2:4][CH2:5][C:6]1[CH:11]=[CH:10][C:9]([N:12]2[CH2:17][CH2:16][NH:15][CH2:14][CH2:13]2)=[CH:8][CH:7]=1.C(N(C(C)C)CC)(C)C.Cl.[N:28]1([C:33](=N)[NH2:34])C=CC=N1.C(#N)C. The catalyst is CN(C=O)C.O. The product is [F:2][CH2:3][CH2:4][CH2:5][C:6]1[CH:7]=[CH:8][C:9]([N:12]2[CH2:17][CH2:16][N:15]([C:33](=[NH:28])[NH2:34])[CH2:14][CH2:13]2)=[CH:10][CH:11]=1. The yield is 0.420. (4) The reactants are [CH:1]1([O:5][C:6]([NH:8][C@@H:9]2[C:23](=[O:24])[N:22]3[CH2:25][C@H:26]([O:28][C:29]4[C:30]5[S:43][CH:42]=[CH:41][C:31]=5[N:32]=[C:33]([C:35]5[CH:40]=[CH:39][CH:38]=[CH:37][N:36]=5)[N:34]=4)[CH2:27][C@H:21]3[C:20](=[O:44])[NH:19][C@:18]3([C:46]([O:48]C)=[O:47])[CH2:45][C@H:17]3[CH:16]=[CH:15][CH2:14][CH2:13][CH2:12][CH2:11][CH2:10]2)=[O:7])[CH2:4][CH2:3][CH2:2]1.O1CCCC1.[OH-].[Li+]. The catalyst is CO. The product is [CH:1]1([O:5][C:6]([NH:8][C@@H:9]2[C:23](=[O:24])[N:22]3[CH2:25][C@H:26]([O:28][C:29]4[C:30]5[S:43][CH:42]=[CH:41][C:31]=5[N:32]=[C:33]([C:35]5[CH:40]=[CH:39][CH:38]=[CH:37][N:36]=5)[N:34]=4)[CH2:27][C@H:21]3[C:20](=[O:44])[NH:19][C@:18]3([C:46]([OH:48])=[O:47])[CH2:45][C@H:17]3[CH:16]=[CH:15][CH2:14][CH2:13][CH2:12][CH2:11][CH2:10]2)=[O:7])[CH2:4][CH2:3][CH2:2]1. The yield is 0.390. (5) The product is [CH2:21]([O:23][C:24](=[O:29])[CH2:25][NH:26][C:27]([C:7]1[C:8](=[O:12])[S:9][C:10]2[C:5]([C:6]=1[OH:13])=[CH:4][CH:3]=[C:2]([F:1])[CH:11]=2)=[O:28])[CH3:22]. The reactants are [F:1][C:2]1[CH:11]=[C:10]2[C:5]([C:6]([OH:13])=[CH:7][C:8](=[O:12])[S:9]2)=[CH:4][CH:3]=1.C(N(CC)CC)C.[CH2:21]([O:23][C:24](=[O:29])[CH2:25][N:26]=[C:27]=[O:28])[CH3:22].Cl. The yield is 0.300. The catalyst is ClCCl. (6) The reactants are [NH:1]1[C:9]2[C:4](=[CH:5][CH:6]=[CH:7][CH:8]=2)[CH2:3][C:2]1=[O:10].[N:11]1([CH2:16][CH2:17][CH2:18][C:19]2[CH:20]=[C:21]3[C:25](=[CH:26][CH:27]=2)[NH:24][C:23]([CH:28]=O)=[CH:22]3)[CH2:15][CH2:14][CH2:13][CH2:12]1.N1CCCCC1. The catalyst is C(O)C. The product is [N:11]1([CH2:16][CH2:17][CH2:18][C:19]2[CH:20]=[C:21]3[C:25](=[CH:26][CH:27]=2)[NH:24][C:23]([CH:28]=[C:3]2[C:4]4[C:9](=[CH:8][CH:7]=[CH:6][CH:5]=4)[NH:1][C:2]2=[O:10])=[CH:22]3)[CH2:12][CH2:13][CH2:14][CH2:15]1. The yield is 0.740. (7) The reactants are [CH3:1][C:2]1([CH3:17])[CH2:8][CH2:7][C:6](=O)[NH:5][C:4]2[CH:10]=[CH:11][C:12]([N+:14]([O-:16])=[O:15])=[CH:13][C:3]1=2.CO. The catalyst is C1COCC1. The product is [CH3:1][C:2]1([CH3:17])[CH2:8][CH2:7][CH2:6][NH:5][C:4]2[CH:10]=[CH:11][C:12]([N+:14]([O-:16])=[O:15])=[CH:13][C:3]1=2. The yield is 0.720. (8) The reactants are [CH3:1][O:2][C:3]1[CH:4]=[C:5]([C:9]2[C:10]([C:31]3[CH:36]=[CH:35][N:34]=[CH:33][CH:32]=3)=[N:11][N:12]3[C:17]([CH:18]4[CH2:24][CH:23]5[N:25](C(OCC)=O)[CH:20]([CH2:21][CH2:22]5)[CH2:19]4)=[CH:16][CH:15]=[N:14][C:13]=23)[CH:6]=[CH:7][CH:8]=1.I[Si](C)(C)C. The catalyst is C(Cl)(Cl)Cl. The product is [CH:20]12[NH:25][CH:23]([CH2:22][CH2:21]1)[CH2:24][CH:18]([C:17]1[N:12]3[N:11]=[C:10]([C:31]4[CH:32]=[CH:33][N:34]=[CH:35][CH:36]=4)[C:9]([C:5]4[CH:6]=[CH:7][CH:8]=[C:3]([O:2][CH3:1])[CH:4]=4)=[C:13]3[N:14]=[CH:15][CH:16]=1)[CH2:19]2. The yield is 0.330.